This data is from NCI-60 drug combinations with 297,098 pairs across 59 cell lines. The task is: Regression. Given two drug SMILES strings and cell line genomic features, predict the synergy score measuring deviation from expected non-interaction effect. (1) Drug 1: CC1OCC2C(O1)C(C(C(O2)OC3C4COC(=O)C4C(C5=CC6=C(C=C35)OCO6)C7=CC(=C(C(=C7)OC)O)OC)O)O. Drug 2: C1=NC2=C(N=C(N=C2N1C3C(C(C(O3)CO)O)O)F)N. Cell line: OVCAR3. Synergy scores: CSS=37.0, Synergy_ZIP=-3.66, Synergy_Bliss=1.27, Synergy_Loewe=-7.74, Synergy_HSA=1.06. (2) Drug 1: CC1=C(C(CCC1)(C)C)C=CC(=CC=CC(=CC(=O)O)C)C. Drug 2: CCC1=C2CN3C(=CC4=C(C3=O)COC(=O)C4(CC)O)C2=NC5=C1C=C(C=C5)O. Cell line: T-47D. Synergy scores: CSS=23.5, Synergy_ZIP=0.963, Synergy_Bliss=5.07, Synergy_Loewe=-22.2, Synergy_HSA=-1.13.